This data is from Peptide-MHC class II binding affinity with 134,281 pairs from IEDB. The task is: Regression. Given a peptide amino acid sequence and an MHC pseudo amino acid sequence, predict their binding affinity value. This is MHC class II binding data. (1) The peptide sequence is APEVKYTVFETALKK. The MHC is HLA-DPA10103-DPB10401 with pseudo-sequence HLA-DPA10103-DPB10401. The binding affinity (normalized) is 0.796. (2) The peptide sequence is LGAVYRYKKLKEMSA. The MHC is DRB5_0101 with pseudo-sequence DRB5_0101. The binding affinity (normalized) is 0.414. (3) The peptide sequence is EKKYFAAYQFEPLAA. The MHC is HLA-DPA10201-DPB10101 with pseudo-sequence HLA-DPA10201-DPB10101. The binding affinity (normalized) is 1.00. (4) The peptide sequence is KSYVLAGTLTAE. The MHC is DRB1_0401 with pseudo-sequence DRB1_0401. The binding affinity (normalized) is 0.601. (5) The peptide sequence is PQIIKEAINRRLRTAVLA. The MHC is DRB1_0405 with pseudo-sequence DRB1_0405. The binding affinity (normalized) is 0. (6) The peptide sequence is SLLMWITQCFLPV. The binding affinity (normalized) is 0.333. The MHC is HLA-DPA10201-DPB10501 with pseudo-sequence HLA-DPA10201-DPB10501. (7) The peptide sequence is ASTVHATATIPLQAS. The MHC is DRB5_0101 with pseudo-sequence DRB5_0101. The binding affinity (normalized) is 0.116. (8) The peptide sequence is YDGFLANVSTVLTGK. The MHC is DRB1_0101 with pseudo-sequence DRB1_0101. The binding affinity (normalized) is 1.00. (9) The peptide sequence is GRLLRGHDQSAYDG. The MHC is DRB1_0404 with pseudo-sequence DRB1_0404. The binding affinity (normalized) is 0.536. (10) The peptide sequence is DLVAYGGSWKLEGRW. The MHC is DRB1_1101 with pseudo-sequence DRB1_1101. The binding affinity (normalized) is 0.797.